Dataset: Reaction yield outcomes from USPTO patents with 853,638 reactions. Task: Predict the reaction yield, written as a fraction of the theoretical maximum amount of product (1.0 means a 100% yield; for example, 0.34 means a 34% yield). (1) The reactants are [CH:1]1([CH:7]=[C:8]([C:19]2[NH:29][C:22]3=[N:23][CH:24]=[C:25]([O:27][CH3:28])[CH:26]=[C:21]3[CH:20]=2)[C:9]2[CH:14]=[CH:13][C:12]([S:15]([CH3:18])(=[O:17])=[O:16])=[CH:11][CH:10]=2)[CH2:6][CH2:5][CH2:4][CH2:3][CH2:2]1. The yield is 0.750. The product is [CH:1]1([CH2:7][CH:8]([C:19]2[NH:29][C:22]3=[N:23][CH:24]=[C:25]([O:27][CH3:28])[CH:26]=[C:21]3[CH:20]=2)[C:9]2[CH:14]=[CH:13][C:12]([S:15]([CH3:18])(=[O:17])=[O:16])=[CH:11][CH:10]=2)[CH2:6][CH2:5][CH2:4][CH2:3][CH2:2]1. The catalyst is [Pd].CO. (2) The reactants are [CH:1]1([C:6]([OH:8])=[O:7])[CH2:5][CH2:4][CH2:3][CH2:2]1.O.[C:10](=[O:17])([S:14][CH2:15][CH3:16])[O:11][CH2:12]I. The catalyst is ClCCl. The product is [CH2:15]([S:14][C:10]([O:11][CH2:12][O:7][C:6]([CH:1]1[CH2:5][CH2:4][CH2:3][CH2:2]1)=[O:8])=[O:17])[CH3:16]. The yield is 1.00.